This data is from Retrosynthesis with 50K atom-mapped reactions and 10 reaction types from USPTO. The task is: Predict the reactants needed to synthesize the given product. Given the product CCC(=O)OCOC(=O)NCC(=O)OCC=O, predict the reactants needed to synthesize it. The reactants are: CCC(=O)OCOC(=O)NCC(=O)OCC(OC)OC.